Dataset: Peptide-MHC class II binding affinity with 134,281 pairs from IEDB. Task: Regression. Given a peptide amino acid sequence and an MHC pseudo amino acid sequence, predict their binding affinity value. This is MHC class II binding data. (1) The peptide sequence is NGDGDVVAVDIKEKG. The MHC is DRB1_1602 with pseudo-sequence DRB1_1602. The binding affinity (normalized) is 0.186. (2) The peptide sequence is GCGLFGKGSIVACAK. The MHC is HLA-DQA10103-DQB10603 with pseudo-sequence HLA-DQA10103-DQB10603. The binding affinity (normalized) is 0. (3) The peptide sequence is NPYRTWHYCGSYVTK. The MHC is DRB1_0901 with pseudo-sequence DRB1_0901. The binding affinity (normalized) is 0.695.